The task is: Predict which catalyst facilitates the given reaction.. This data is from Catalyst prediction with 721,799 reactions and 888 catalyst types from USPTO. The catalyst class is: 7. Product: [CH3:1][N:2]([CH2:3][CH2:4][NH:5][CH3:6])[C:7](=[O:8])[O:9][C:10]([CH3:13])([CH3:12])[CH3:11]. Reactant: [CH3:1][NH:2][CH2:3][CH2:4][NH:5][CH3:6].[C:7](O[C:7]([O:9][C:10]([CH3:13])([CH3:12])[CH3:11])=[O:8])([O:9][C:10]([CH3:13])([CH3:12])[CH3:11])=[O:8].